This data is from Forward reaction prediction with 1.9M reactions from USPTO patents (1976-2016). The task is: Predict the product of the given reaction. (1) The product is: [CH3:20][C:16]1[CH:15]=[C:14]([NH:13][C:10]2[S:11][CH:12]=[C:8]([C:6]3[CH:5]=[CH:4][N:3]=[C:2]([C:23]#[C:22][CH2:21][OH:24])[CH:7]=3)[N:9]=2)[CH:19]=[CH:18][CH:17]=1. Given the reactants Br[C:2]1[CH:7]=[C:6]([C:8]2[N:9]=[C:10]([NH:13][C:14]3[CH:19]=[CH:18][CH:17]=[C:16]([CH3:20])[CH:15]=3)[S:11][CH:12]=2)[CH:5]=[CH:4][N:3]=1.[CH2:21]([OH:24])[C:22]#[CH:23], predict the reaction product. (2) Given the reactants ClC(Cl)(O[C:5](=[O:11])OC(Cl)(Cl)Cl)Cl.[C:13]([O:17][C:18](=[O:33])[NH:19][CH2:20][C:21]1[N:22]=[N:23][N:24]([C:26]2[CH:31]=[CH:30][CH:29]=[C:28]([NH2:32])[CH:27]=2)[CH:25]=1)([CH3:16])([CH3:15])[CH3:14].[F:34][C:35]([F:55])([F:54])[C:36]1[CH:37]=[C:38]([C:42]2[CH:43]=[CH:44][C:45]3[N:51]4[CH2:52][C@H:48]([CH2:49][CH2:50]4)[NH:47][C:46]=3[N:53]=2)[CH:39]=[CH:40][CH:41]=1.C(=O)(O)[O-].[Na+], predict the reaction product. The product is: [C:13]([O:17][C:18](=[O:33])[NH:19][CH2:20][C:21]1[N:22]=[N:23][N:24]([C:26]2[CH:31]=[CH:30][CH:29]=[C:28]([NH:32][C:5]([N:47]3[C@@H:48]4[CH2:52][N:51]([CH2:50][CH2:49]4)[C:45]4[CH:44]=[CH:43][C:42]([C:38]5[CH:39]=[CH:40][CH:41]=[C:36]([C:35]([F:34])([F:54])[F:55])[CH:37]=5)=[N:53][C:46]3=4)=[O:11])[CH:27]=2)[CH:25]=1)([CH3:16])([CH3:14])[CH3:15]. (3) Given the reactants Cl[S:2]([C:5]1[CH:6]=[CH:7][C:8]([OH:14])=[C:9]([CH:13]=1)[C:10]([OH:12])=[O:11])(=[O:4])=[O:3].[NH:15]1[CH2:19][CH2:18][CH2:17][CH2:16]1.Cl, predict the reaction product. The product is: [OH:14][C:8]1[CH:7]=[CH:6][C:5]([S:2]([N:15]2[CH2:19][CH2:18][CH2:17][CH2:16]2)(=[O:4])=[O:3])=[CH:13][C:9]=1[C:10]([OH:12])=[O:11]. (4) Given the reactants C[O:2][C:3](=[O:34])[C@H:4]([O:6][C:7]1[CH:12]=[CH:11][C:10]([CH2:13][NH:14][C:15]([C:17]2[C:18]([O:23][C:24]3[CH:32]=[CH:31][C:27]4[O:28][CH2:29][O:30][C:26]=4[CH:25]=3)=[N:19][CH:20]=[CH:21][CH:22]=2)=[O:16])=[C:9]([F:33])[CH:8]=1)[CH3:5].[OH-].[Na+].CO.Cl, predict the reaction product. The product is: [O:28]1[C:27]2[CH:31]=[CH:32][C:24]([O:23][C:18]3[C:17]([C:15]([NH:14][CH2:13][C:10]4[CH:11]=[CH:12][C:7]([O:6][C@H:4]([CH3:5])[C:3]([OH:34])=[O:2])=[CH:8][C:9]=4[F:33])=[O:16])=[CH:22][CH:21]=[CH:20][N:19]=3)=[CH:25][C:26]=2[O:30][CH2:29]1.